This data is from Forward reaction prediction with 1.9M reactions from USPTO patents (1976-2016). The task is: Predict the product of the given reaction. (1) Given the reactants [OH:1][CH2:2][C:3]1([C:8]#[N:9])[CH2:7][CH2:6][CH2:5][CH2:4]1.[H-].[Na+].[CH2:12](Br)[C:13]1[CH:18]=[CH:17][CH:16]=[CH:15][CH:14]=1.O, predict the reaction product. The product is: [CH2:12]([O:1][CH2:2][C:3]1([C:8]#[N:9])[CH2:7][CH2:6][CH2:5][CH2:4]1)[C:13]1[CH:18]=[CH:17][CH:16]=[CH:15][CH:14]=1. (2) Given the reactants CC1(C)[O:6][C:5](=[CH:7][C:8]([N:10]([CH2:13][CH2:14][CH2:15][C:16]2[CH:21]=[CH:20][C:19]([F:22])=[CH:18][CH:17]=2)[O:11][CH3:12])=[O:9])[C:4](=O)[O:3]1.[CH3:25][S:26]([NH2:29])(=[O:28])=[O:27], predict the reaction product. The product is: [F:22][C:19]1[CH:20]=[CH:21][C:16]([CH2:15][CH2:14][CH2:13][N:10]([O:11][CH3:12])[C:8](=[O:9])[CH:7]=[C:5]([OH:6])[C:4]([NH:29][S:26]([CH3:25])(=[O:28])=[O:27])=[O:3])=[CH:17][CH:18]=1. (3) Given the reactants [CH3:1][O:2][CH2:3][C@@H:4]([N:7]([CH2:15][CH:16]=[O:17])[C:8](=[O:14])[O:9][C:10]([CH3:13])([CH3:12])[CH3:11])[CH:5]=[CH2:6].[C:18]([O:22][CH3:23])(=[O:21])[CH:19]=[CH2:20].N12CCC(CC1)CC2, predict the reaction product. The product is: [C:10]([O:9][C:8]([N:7]([C@@H:4]([CH:5]=[CH2:6])[CH2:3][O:2][CH3:1])[CH2:15][CH:16]([OH:17])[C:19](=[CH2:20])[C:18]([O:22][CH3:23])=[O:21])=[O:14])([CH3:12])([CH3:13])[CH3:11]. (4) Given the reactants [F:1][C:2]1[CH:3]=[C:4]([CH:8]=[CH:9][C:10]=1[N+:11]([O-:13])=[O:12])[C:5]([OH:7])=O.C(Cl)Cl.O=S(Cl)Cl.[CH2:21]([NH:23][CH2:24][CH3:25])[CH3:22].C(N(CC)CC)C, predict the reaction product. The product is: [CH2:21]([N:23]([CH2:24][CH3:25])[C:5](=[O:7])[C:4]1[CH:8]=[CH:9][C:10]([N+:11]([O-:13])=[O:12])=[C:2]([F:1])[CH:3]=1)[CH3:22]. (5) Given the reactants [N:1]1([C:7]2[CH:12]=[CH:11][C:10]([N:13]3[CH2:18][CH2:17][CH2:16][NH:15][C:14]3=[O:19])=[CH:9][CH:8]=2)[CH2:6][CH2:5][NH:4][CH2:3][CH2:2]1.CC1C=CC(S(O[CH2:31][CH2:32][CH2:33][CH2:34][C:35]2[C:43]3[C:38](=[CH:39][CH:40]=[C:41]([C:44]#[N:45])[CH:42]=3)[NH:37][CH:36]=2)(=O)=O)=CC=1.C(=O)([O-])[O-].[K+].[K+].[I-].[K+], predict the reaction product. The product is: [O:19]=[C:14]1[NH:15][CH2:16][CH2:17][CH2:18][N:13]1[C:10]1[CH:9]=[CH:8][C:7]([N:1]2[CH2:6][CH2:5][N:4]([CH2:31][CH2:32][CH2:33][CH2:34][C:35]3[C:43]4[C:38](=[CH:39][CH:40]=[C:41]([C:44]#[N:45])[CH:42]=4)[NH:37][CH:36]=3)[CH2:3][CH2:2]2)=[CH:12][CH:11]=1.